Task: Predict the product of the given reaction.. Dataset: Forward reaction prediction with 1.9M reactions from USPTO patents (1976-2016) (1) Given the reactants [NH2:1][C:2]1[CH:21]=[CH:20][C:5]([O:6][C:7]2[CH:12]=[CH:11][N:10]=[C:9]([NH:13][C:14](=[O:19])[O:15][CH2:16][CH:17]=[CH2:18])[CH:8]=2)=[C:4]([F:22])[CH:3]=1.CCN(C(C)C)C(C)C.Cl[C:33](Cl)([O:35]C(=O)OC(Cl)(Cl)Cl)Cl.Cl.[CH2:45]([O:48][C:49]1[CH:50]=[C:51]([CH:53]=[CH:54][CH:55]=1)[NH2:52])[CH:46]=[CH2:47], predict the reaction product. The product is: [CH2:45]([O:48][C:49]1[CH:50]=[C:51]([NH:52][C:33](=[O:35])[NH:1][C:2]2[CH:21]=[CH:20][C:5]([O:6][C:7]3[CH:12]=[CH:11][N:10]=[C:9]([NH:13][C:14](=[O:19])[O:15][CH2:16][CH:17]=[CH2:18])[CH:8]=3)=[C:4]([F:22])[CH:3]=2)[CH:53]=[CH:54][CH:55]=1)[CH:46]=[CH2:47]. (2) The product is: [C:55]([O:59][C:60]([N:62]1[CH2:67][CH2:66][O:65][CH2:64][C@@H:63]1[CH2:68][O:69][C:53](=[O:38])[NH:50][C:25]1[C:24]([CH3:30])=[C:23]2[N:22]([CH:26]=1)[N:21]=[CH:20][N:19]=[C:18]2[NH:17][C:4]1[CH:5]=[CH:6][C:7]([O:8][CH2:9][C:10]2[CH:15]=[CH:14][CH:13]=[C:12]([F:16])[CH:11]=2)=[C:2]([Cl:1])[CH:3]=1)=[O:61])([CH3:58])([CH3:57])[CH3:56]. Given the reactants [Cl:1][C:2]1[CH:3]=[C:4]([NH:17][C:18]2[C:23]3=[C:24]([CH3:30])[C:25](C(O)=O)=[CH:26][N:22]3[N:21]=[CH:20][N:19]=2)[CH:5]=[CH:6][C:7]=1[O:8][CH2:9][C:10]1[CH:15]=[CH:14][CH:13]=[C:12]([F:16])[CH:11]=1.C1C=CC(P(N=[N+]=[N-])(C2C=CC=CC=2)=[O:38])=CC=1.CC[N:50]([CH2:53]C)CC.[C:55]([O:59][C:60]([N:62]1[CH2:67][CH2:66][O:65][CH2:64][C@@H:63]1[CH2:68][OH:69])=[O:61])([CH3:58])([CH3:57])[CH3:56], predict the reaction product. (3) Given the reactants [OH-].[K+].[I:3][C:4]1[C:12]2[C:7](=[CH:8][CH:9]=[C:10]([N+:13]([O-:15])=[O:14])[CH:11]=2)[NH:6][N:5]=1.[CH3:16][Si:17]([CH3:24])([CH3:23])[CH2:18][CH2:19][O:20][CH2:21]Cl, predict the reaction product. The product is: [I:3][C:4]1[C:12]2[C:7](=[CH:8][CH:9]=[C:10]([N+:13]([O-:15])=[O:14])[CH:11]=2)[N:6]([CH2:21][O:20][CH2:19][CH2:18][Si:17]([CH3:24])([CH3:23])[CH3:16])[N:5]=1. (4) Given the reactants Br[C:2]1[CH:7]=[CH:6][N:5]2[C:8]([C:11]([O:13][CH3:14])=[O:12])=[CH:9][N:10]=[C:4]2[CH:3]=1.[CH3:15][N:16]1[C:20](B2OC(C)(C)C(C)(C)O2)=[CH:19][CH:18]=[N:17]1.COCCOC.C(N(CC)CC)C, predict the reaction product. The product is: [CH3:15][N:16]1[C:20]([C:2]2[CH:7]=[CH:6][N:5]3[C:8]([C:11]([O:13][CH3:14])=[O:12])=[CH:9][N:10]=[C:4]3[CH:3]=2)=[CH:19][CH:18]=[N:17]1. (5) Given the reactants [CH3:1][N:2]1[CH:6]=[C:5]([C:7](=O)[CH2:8][C:9](=O)[C:10]([O:12][CH2:13][CH3:14])=[O:11])[N:4]=[CH:3]1.[NH:17]([C:19]1[CH:20]=[CH:21][C:22]([CH3:25])=[N:23][CH:24]=1)[NH2:18].C(Cl)(Cl)Cl.C(=O)(O)[O-].[Na+], predict the reaction product. The product is: [CH3:1][N:2]1[CH:6]=[C:5]([C:7]2[N:17]([C:19]3[CH:24]=[N:23][C:22]([CH3:25])=[CH:21][CH:20]=3)[N:18]=[C:9]([C:10]([O:12][CH2:13][CH3:14])=[O:11])[CH:8]=2)[N:4]=[CH:3]1. (6) Given the reactants [F:1][C:2]1[CH:7]=[CH:6][C:5]([C:8]2[O:12][N:11]=[C:10]([CH:13]=O)[CH:9]=2)=[CH:4][CH:3]=1.[CH3:15][O:16][C:17]1[CH:18]=[C:19]([CH:23]=[CH:24][C:25]=1[O:26][CH3:27])[CH2:20][C:21]#[N:22], predict the reaction product. The product is: [CH3:15][O:16][C:17]1[CH:18]=[C:19](/[C:20](=[CH:13]/[C:10]2[CH:9]=[C:8]([C:5]3[CH:4]=[CH:3][C:2]([F:1])=[CH:7][CH:6]=3)[O:12][N:11]=2)/[C:21]#[N:22])[CH:23]=[CH:24][C:25]=1[O:26][CH3:27].